This data is from Peptide-MHC class II binding affinity with 134,281 pairs from IEDB. The task is: Regression. Given a peptide amino acid sequence and an MHC pseudo amino acid sequence, predict their binding affinity value. This is MHC class II binding data. (1) The binding affinity (normalized) is 0.218. The peptide sequence is SLSELTDALRTLGST. The MHC is DRB1_1501 with pseudo-sequence DRB1_1501. (2) The peptide sequence is EKKYFAATQFLPLAA. The MHC is DRB1_1001 with pseudo-sequence DRB1_1001. The binding affinity (normalized) is 0.777. (3) The MHC is DRB3_0101 with pseudo-sequence DRB3_0101. The peptide sequence is HQQGRCRTCVYNMMG. The binding affinity (normalized) is 0.515. (4) The peptide sequence is KEAIEERVERIKSEY. The MHC is DRB1_0404 with pseudo-sequence DRB1_0404. The binding affinity (normalized) is 0.275.